This data is from Reaction yield outcomes from USPTO patents with 853,638 reactions. The task is: Predict the reaction yield, written as a fraction of the theoretical maximum amount of product (1.0 means a 100% yield; for example, 0.34 means a 34% yield). (1) The yield is 0.650. The product is [Cl:14][C:15]1[N:24]=[CH:23][C:22]2[C:17](=[C:18]([OH:26])[CH:19]=[CH:20][C:21]=2[Cl:25])[N:16]=1. The reactants are ClC1N=CC2C(=C(O)C(Cl)=CC=2)N=1.[Cl:14][C:15]1[N:24]=[CH:23][C:22]2[C:21]([Cl:25])=[CH:20][CH2:19][C:18](Cl)([OH:26])[C:17]=2[N:16]=1. The catalyst is C(Cl)(Cl)Cl. (2) The reactants are [CH3:1][O:2][C:3]1[CH:4]=[C:5]([CH:8]=[CH:9][C:10]=1[O:11][CH3:12])[CH2:6][NH2:7].[CH2:13]1[CH2:19][S:16](=[O:18])(=[O:17])[O:15][CH2:14]1. The catalyst is CC(C)=O. The product is [CH3:1][O:2][C:3]1[CH:4]=[C:5]([CH:8]=[CH:9][C:10]=1[O:11][CH3:12])[CH2:6][NH:7][CH2:14][CH2:13][CH2:19][S:16]([OH:18])(=[O:17])=[O:15]. The yield is 0.430. (3) The reactants are [BH4-].[Na+].[C:3]([C:6]1[CH:7]=[C:8]([C:23]([O:25][CH3:26])=[O:24])[CH:9]=[C:10]2[C:15]=1[O:14][C:13]([N:16]1[CH2:21][CH2:20][O:19][CH2:18][CH2:17]1)=[CH:12][C:11]2=[O:22])(=[O:5])[CH3:4]. The catalyst is CO.C(Cl)Cl. The product is [OH:5][CH:3]([C:6]1[CH:7]=[C:8]([C:23]([O:25][CH3:26])=[O:24])[CH:9]=[C:10]2[C:15]=1[O:14][C:13]([N:16]1[CH2:21][CH2:20][O:19][CH2:18][CH2:17]1)=[CH:12][C:11]2=[O:22])[CH3:4]. The yield is 0.760. (4) The reactants are [NH2:1][C:2]1[C:3]([NH:9][C:10](=[O:16])[O:11][C:12]([CH3:15])([CH3:14])[CH3:13])=[N:4][CH:5]=[C:6]([Br:8])[CH:7]=1.C(N(C(C)C)CC)(C)C.[CH3:26][S:27](Cl)(=[O:29])=[O:28]. The catalyst is ClCCl. The product is [Br:8][C:6]1[CH:7]=[C:2]([N:1]([S:27]([CH3:26])(=[O:29])=[O:28])[S:27]([CH3:26])(=[O:29])=[O:28])[C:3]([NH:9][C:10](=[O:16])[O:11][C:12]([CH3:13])([CH3:15])[CH3:14])=[N:4][CH:5]=1. The yield is 0.520. (5) The reactants are Cl.[Cl:2][C:3]1[CH:12]=[C:11]([O:13][CH3:14])[C:10]([NH:15][NH2:16])=[CH:9][C:4]=1[C:5]([O:7][CH3:8])=[O:6].CO[CH:19](OC)[CH2:20][CH:21](OC)OC. The catalyst is C(O)C. The product is [Cl:2][C:3]1[CH:12]=[C:11]([O:13][CH3:14])[C:10]([N:15]2[CH:21]=[CH:20][CH:19]=[N:16]2)=[CH:9][C:4]=1[C:5]([O:7][CH3:8])=[O:6]. The yield is 0.570.